Task: Predict the product of the given reaction.. Dataset: Forward reaction prediction with 1.9M reactions from USPTO patents (1976-2016) (1) Given the reactants [NH2:1][C:2]1[C:11]2[C:6](=[CH:7][CH:8]=[CH:9][CH:10]=2)[CH:5]=[CH:4][C:3]=1[NH:12][C:13]1[CH:18]=[CH:17][CH:16]=[C:15]([C:19]2[O:20][C:21]([CH3:24])=[N:22][N:23]=2)[CH:14]=1.[C:25](Cl)(=[O:29])[C:26](Cl)=[O:27], predict the reaction product. The product is: [CH3:24][C:21]1[O:20][C:19]([C:15]2[CH:14]=[C:13]([N:12]3[C:3]4[CH:4]=[CH:5][C:6]5[CH:7]=[CH:8][CH:9]=[CH:10][C:11]=5[C:2]=4[NH:1][C:26](=[O:27])[C:25]3=[O:29])[CH:18]=[CH:17][CH:16]=2)=[N:23][N:22]=1. (2) Given the reactants Cl[C:2]1[CH:7]=[C:6]([Cl:8])[C:5]([C:9]([F:12])([F:11])[F:10])=[CH:4][C:3]=1[N+:13]([O-:15])=[O:14].[NH2:16][CH:17]1[CH2:22][CH2:21][N:20]([C:23]([O:25][C:26]([CH3:29])([CH3:28])[CH3:27])=[O:24])[CH2:19][CH2:18]1.O.C(OCC)(=O)C, predict the reaction product. The product is: [F:10][C:9]([F:12])([F:11])[C:5]1[C:6]([Cl:8])=[CH:7][C:2]([NH:16][CH:17]2[CH2:18][CH2:19][N:20]([C:23]([O:25][C:26]([CH3:29])([CH3:28])[CH3:27])=[O:24])[CH2:21][CH2:22]2)=[C:3]([N+:13]([O-:15])=[O:14])[CH:4]=1. (3) Given the reactants O[CH2:2][CH2:3][C:4]1[C:13]([CH3:14])=[C:12]2[C:7]([CH2:8][CH2:9][C:10](=[O:15])[NH:11]2)=[CH:6][C:5]=1[CH2:16][CH2:17][NH:18][C:19](=[O:25])[O:20][C:21]([CH3:24])([CH3:23])[CH3:22].CS(Cl)(=O)=O.CC(C)([O-])C.[K+].[Cl-].[NH4+], predict the reaction product. The product is: [CH3:14][C:13]1[C:4]2[CH2:3][CH2:2][N:18]([C:19]([O:20][C:21]([CH3:24])([CH3:23])[CH3:22])=[O:25])[CH2:17][CH2:16][C:5]=2[CH:6]=[C:7]2[C:12]=1[NH:11][C:10](=[O:15])[CH2:9][CH2:8]2. (4) The product is: [CH3:8][S:9]([C:12]1[CH:13]=[CH:14][C:15]([O:16][C:17]2[N:22]=[CH:21][N:20]=[C:19]3[N:23]([CH:26]4[CH2:27][CH2:28][N:29]([CH2:40][C:37]5[CH:36]=[C:35]([CH3:34])[O:39][N:38]=5)[CH2:30][CH2:31]4)[N:24]=[CH:25][C:18]=23)=[CH:32][CH:33]=1)(=[O:11])=[O:10]. Given the reactants FC(F)(F)C(O)=O.[CH3:8][S:9]([C:12]1[CH:33]=[CH:32][C:15]([O:16][C:17]2[N:22]=[CH:21][N:20]=[C:19]3[N:23]([CH:26]4[CH2:31][CH2:30][NH:29][CH2:28][CH2:27]4)[N:24]=[CH:25][C:18]=23)=[CH:14][CH:13]=1)(=[O:11])=[O:10].[CH3:34][C:35]1[O:39][N:38]=[C:37]([CH:40]=O)[CH:36]=1.C(N(CC)CC)C.C(O[BH-](OC(=O)C)OC(=O)C)(=O)C.[Na+], predict the reaction product. (5) Given the reactants Cl.[NH2:2][C:3]1[CH:8]=[CH:7][C:6]([C:9]2[N:14]=[CH:13][C:12]3[C:15](N)=[N:16][NH:17][C:11]=3[CH:10]=2)=[CH:5][CH:4]=1.[C:19]([C:21]1[CH:26]=[CH:25][C:24]([CH3:27])=[CH:23][C:22]=1[S:28](Cl)(=[O:30])=[O:29])#[N:20].[CH2:32](Cl)Cl, predict the reaction product. The product is: [C:19]([C:21]1[CH:26]=[CH:25][C:24]([CH3:27])=[CH:23][C:22]=1[S:28]([NH:2][C:3]1[CH:8]=[CH:7][C:6]([C:9]2[N:14]=[CH:13][C:12]3[C:15]([CH3:32])=[N:16][NH:17][C:11]=3[CH:10]=2)=[CH:5][CH:4]=1)(=[O:30])=[O:29])#[N:20]. (6) Given the reactants [Br:1][C:2]1[C:8]([Br:9])=[CH:7][CH:6]=[CH:5][C:3]=1[NH2:4].[C:10]([C:14]1[CH:22]=[CH:21][C:17]([C:18](Cl)=[O:19])=[CH:16][CH:15]=1)([CH3:13])([CH3:12])[CH3:11].C(N(C(C)C)CC)(C)C, predict the reaction product. The product is: [C:10]([C:14]1[CH:15]=[CH:16][C:17]([C:18]([NH:4][C:3]2[CH:5]=[CH:6][CH:7]=[C:8]([Br:9])[C:2]=2[Br:1])=[O:19])=[CH:21][CH:22]=1)([CH3:13])([CH3:11])[CH3:12]. (7) Given the reactants [C:1]1([CH:7]([C:18]2[CH:23]=[CH:22][CH:21]=[CH:20][CH:19]=2)[N:8](C2C=CC=CC=2)[C:9](=[O:11])[O-])[CH:6]=[CH:5][CH:4]=[CH:3][CH:2]=1.[CH3:24][C:25]1[CH:26]=[C:27]([N:32]2[CH2:37][CH2:36][NH:35][CH2:34][CH2:33]2)[CH:28]=[C:29]([CH3:31])[CH:30]=1.C1CCN2C(=NCCC2)CC1, predict the reaction product. The product is: [C:18]1([CH:7]([NH:8][C:9]([N:35]2[CH2:36][CH2:37][N:32]([C:27]3[CH:28]=[C:29]([CH3:31])[CH:30]=[C:25]([CH3:24])[CH:26]=3)[CH2:33][CH2:34]2)=[O:11])[C:1]2[CH:2]=[CH:3][CH:4]=[CH:5][CH:6]=2)[CH:19]=[CH:20][CH:21]=[CH:22][CH:23]=1. (8) Given the reactants [Br:1][C:2]1[CH:10]=[CH:9][C:5]([C:6](Cl)=[O:7])=[CH:4][CH:3]=1.[C:11]1([OH:17])[CH:16]=[CH:15][CH:14]=[CH:13][CH:12]=1.C(N(CC)CC)C.Cl, predict the reaction product. The product is: [Br:1][C:2]1[CH:10]=[CH:9][C:5]([C:6]([O:17][C:11]2[CH:16]=[CH:15][CH:14]=[CH:13][CH:12]=2)=[O:7])=[CH:4][CH:3]=1. (9) Given the reactants [O:1]=[C:2]([C:9]1[O:10][C:11]([C:14]2[CH:19]=[CH:18][CH:17]=[CH:16][N:15]=2)=[CH:12][N:13]=1)[CH2:3][CH2:4][CH2:5][CH2:6][C:7]#[CH:8].I[C:21]1[CH:26]=[CH:25][N:24]=[CH:23][CH:22]=1, predict the reaction product. The product is: [O:1]=[C:2]([C:9]1[O:10][C:11]([C:14]2[CH:19]=[CH:18][CH:17]=[CH:16][N:15]=2)=[CH:12][N:13]=1)[CH2:3][CH2:4][CH2:5][CH2:6][C:7]#[C:8][C:21]1[CH:26]=[CH:25][N:24]=[CH:23][CH:22]=1.